Dataset: NCI-60 drug combinations with 297,098 pairs across 59 cell lines. Task: Regression. Given two drug SMILES strings and cell line genomic features, predict the synergy score measuring deviation from expected non-interaction effect. (1) Drug 1: CCC1=CC2CC(C3=C(CN(C2)C1)C4=CC=CC=C4N3)(C5=C(C=C6C(=C5)C78CCN9C7C(C=CC9)(C(C(C8N6C)(C(=O)OC)O)OC(=O)C)CC)OC)C(=O)OC.C(C(C(=O)O)O)(C(=O)O)O. Drug 2: CN(C)N=NC1=C(NC=N1)C(=O)N. Cell line: NCI-H460. Synergy scores: CSS=43.6, Synergy_ZIP=-0.620, Synergy_Bliss=2.72, Synergy_Loewe=-14.9, Synergy_HSA=3.27. (2) Drug 1: CN(C)N=NC1=C(NC=N1)C(=O)N. Drug 2: N.N.Cl[Pt+2]Cl. Cell line: SF-268. Synergy scores: CSS=-4.23, Synergy_ZIP=4.17, Synergy_Bliss=4.20, Synergy_Loewe=-3.59, Synergy_HSA=-2.82. (3) Cell line: NCI-H226. Drug 2: C1=CN(C=N1)CC(O)(P(=O)(O)O)P(=O)(O)O. Drug 1: CC(C1=C(C=CC(=C1Cl)F)Cl)OC2=C(N=CC(=C2)C3=CN(N=C3)C4CCNCC4)N. Synergy scores: CSS=11.4, Synergy_ZIP=-2.53, Synergy_Bliss=3.71, Synergy_Loewe=3.78, Synergy_HSA=4.01. (4) Drug 1: C1CN1P(=S)(N2CC2)N3CC3. Drug 2: CN1C2=C(C=C(C=C2)N(CCCl)CCCl)N=C1CCCC(=O)O.Cl. Cell line: NCI-H460. Synergy scores: CSS=53.5, Synergy_ZIP=-2.07, Synergy_Bliss=-2.18, Synergy_Loewe=-29.9, Synergy_HSA=-0.979.